From a dataset of Forward reaction prediction with 1.9M reactions from USPTO patents (1976-2016). Predict the product of the given reaction. Given the reactants [C:1]([CH2:3][CH2:4][C@H:5]([NH:7][C:8]([C:10]1[C:18]2[C:13](=[N:14][CH:15]=[C:16]([C:19]3[C:27]4[C:22](=[CH:23][C:24]([Cl:28])=[CH:25][CH:26]=4)[N:21]([CH3:29])[N:20]=3)[N:17]=2)[N:12](COCC[Si](C)(C)C)[CH:11]=1)=[O:9])[CH3:6])#[N:2].C(Cl)Cl.C(N)CN.O, predict the reaction product. The product is: [C:1]([CH2:3][CH2:4][C@H:5]([NH:7][C:8]([C:10]1[C:18]2[C:13](=[N:14][CH:15]=[C:16]([C:19]3[C:27]4[C:22](=[CH:23][C:24]([Cl:28])=[CH:25][CH:26]=4)[N:21]([CH3:29])[N:20]=3)[N:17]=2)[NH:12][CH:11]=1)=[O:9])[CH3:6])#[N:2].